Dataset: Full USPTO retrosynthesis dataset with 1.9M reactions from patents (1976-2016). Task: Predict the reactants needed to synthesize the given product. (1) Given the product [ClH:34].[ClH:34].[NH2:26][C@@H:24]([CH3:25])[CH2:23][N:5]1[C:6]([CH2:21][CH3:22])=[C:7]([CH2:8][C:9]2[CH:14]=[CH:13][C:12]([N:15]([CH3:20])[S:16]([CH3:19])(=[O:18])=[O:17])=[CH:11][CH:10]=2)[C:3]([CH2:1][CH3:2])=[N:4]1, predict the reactants needed to synthesize it. The reactants are: [CH2:1]([C:3]1[C:7]([CH2:8][C:9]2[CH:14]=[CH:13][C:12]([N:15]([CH3:20])[S:16]([CH3:19])(=[O:18])=[O:17])=[CH:11][CH:10]=2)=[C:6]([CH2:21][CH3:22])[N:5]([CH2:23][C@@H:24]([NH:26]C(=O)OC(C)(C)C)[CH3:25])[N:4]=1)[CH3:2].[ClH:34]. (2) Given the product [CH2:1]([O:3][C:4]([C:6]1([C:9]2[CH:10]=[CH:11][C:12]([C:15]3[CH:20]=[CH:19][C:18]([C:21]4[CH:22]=[N:23][N:24]([CH3:28])[C:25]=4[CH:26]([OH:27])[C:29]#[CH:30])=[CH:17][CH:16]=3)=[CH:13][CH:14]=2)[CH2:8][CH2:7]1)=[O:5])[CH3:2], predict the reactants needed to synthesize it. The reactants are: [CH2:1]([O:3][C:4]([C:6]1([C:9]2[CH:14]=[CH:13][C:12]([C:15]3[CH:20]=[CH:19][C:18]([C:21]4[CH:22]=[N:23][N:24]([CH3:28])[C:25]=4[CH:26]=[O:27])=[CH:17][CH:16]=3)=[CH:11][CH:10]=2)[CH2:8][CH2:7]1)=[O:5])[CH3:2].[C:29]([Mg]Br)#[CH:30]. (3) Given the product [F:18][C:19]1[CH:26]=[CH:25][C:22]([CH2:23][N:12]2[C:13]([CH3:17])([CH3:16])[C:14](=[O:15])[N:11]2[CH:2]2[CH:3]3[CH2:4][CH:5]4[CH2:6][CH:7]([CH2:8][CH:1]2[CH2:10]4)[CH2:9]3)=[CH:21][CH:20]=1, predict the reactants needed to synthesize it. The reactants are: [CH:1]12[CH2:10][CH:5]3[CH2:6][CH:7]([CH2:9][CH:3]([CH2:4]3)[CH:2]1[N:11]1[C:14](=[O:15])[C:13]([CH3:17])([CH3:16])[NH:12]1)[CH2:8]2.[F:18][C:19]1[CH:26]=[CH:25][C:22]([CH2:23]Br)=[CH:21][CH:20]=1. (4) Given the product [CH3:1][O:2][C:3](=[O:42])[CH:4]([C:5]1[CH:6]=[CH:7][C:8]([NH:11][C:12]([C@H:14]2[C@H:18]([C:19]3[CH:24]=[CH:23][CH:22]=[C:21]([Cl:25])[C:20]=3[F:26])[C@:17]([C:29]3[CH:34]=[CH:33][C:32]([Cl:35])=[CH:31][C:30]=3[F:36])([C:27]#[N:28])[C@H:16]([CH2:37][C:38]([CH3:39])([CH3:41])[CH3:40])[NH:15]2)=[O:13])=[CH:9][CH:10]=1)[CH2:53][CH3:54], predict the reactants needed to synthesize it. The reactants are: [CH3:1][O:2][C:3](=[O:42])[CH2:4][C:5]1[CH:10]=[CH:9][C:8]([NH:11][C:12]([C@H:14]2[C@H:18]([C:19]3[CH:24]=[CH:23][CH:22]=[C:21]([Cl:25])[C:20]=3[F:26])[C@:17]([C:29]3[CH:34]=[CH:33][C:32]([Cl:35])=[CH:31][C:30]=3[F:36])([C:27]#[N:28])[C@H:16]([CH2:37][C:38]([CH3:41])([CH3:40])[CH3:39])[NH:15]2)=[O:13])=[CH:7][CH:6]=1.[Li+].C[Si]([N-][Si](C)(C)C)(C)C.[CH2:53](I)[CH3:54]. (5) Given the product [Cl:30][C:6]1[C:5]2[C:10](=[CH:11][C:12]([O:13][CH2:14][CH:15]3[CH2:20][CH2:19][N:18]([CH3:21])[CH2:17][CH2:16]3)=[C:3]([O:2][CH3:1])[CH:4]=2)[N:9]=[CH:8][N:7]=1, predict the reactants needed to synthesize it. The reactants are: [CH3:1][O:2][C:3]1[CH:4]=[C:5]2[C:10](=[CH:11][C:12]=1[O:13][CH2:14][CH:15]1[CH2:20][CH2:19][N:18]([CH3:21])[CH2:17][CH2:16]1)[N:9]=[CH:8][NH:7][C:6]2=O.CN(C=O)C.S(Cl)([Cl:30])=O.